Dataset: Reaction yield outcomes from USPTO patents with 853,638 reactions. Task: Predict the reaction yield, written as a fraction of the theoretical maximum amount of product (1.0 means a 100% yield; for example, 0.34 means a 34% yield). (1) The catalyst is CN(C=O)C.O. The product is [CH3:22][N:21]([CH3:23])[C:19](=[O:20])[CH2:18][O:3][CH:4]1[CH2:5][CH2:6][N:7]([C:10]([O:12][C:13]([CH3:16])([CH3:15])[CH3:14])=[O:11])[CH2:8][CH2:9]1. The reactants are [H-].[Na+].[OH:3][CH:4]1[CH2:9][CH2:8][N:7]([C:10]([O:12][C:13]([CH3:16])([CH3:15])[CH3:14])=[O:11])[CH2:6][CH2:5]1.Cl[CH2:18][C:19]([N:21]([CH3:23])[CH3:22])=[O:20].[I-].[Na+].C(O)(=O)CC(CC(O)=O)(C(O)=O)O. The yield is 0.320. (2) The reactants are [CH3:1][S:2][C:3]1[C:4]([C:8]2[CH:9]=[N:10][CH:11]=[CH:12][CH:13]=2)=[N:5][NH:6][CH:7]=1.[CH2:14](SSCC)C.BrC1C(C2C=NC=CC=2)=NNC=1. No catalyst specified. The product is [CH2:1]([S:2][C:3]1[C:4]([C:8]2[CH:9]=[N:10][CH:11]=[CH:12][CH:13]=2)=[N:5][NH:6][CH:7]=1)[CH3:14]. The yield is 0.760. (3) The reactants are Br[C:2]1[CH:3]=[C:4]([O:10][CH3:11])[C:5]([O:8][CH3:9])=[N:6][CH:7]=1.[CH3:12][O:13][C:14]1[CH:19]=[CH:18][C:17](B(O)O)=[CH:16][CH:15]=1. No catalyst specified. The product is [CH3:9][O:8][C:5]1[C:4]([O:10][CH3:11])=[CH:3][C:2]([C:17]2[CH:18]=[CH:19][C:14]([O:13][CH3:12])=[CH:15][CH:16]=2)=[CH:7][N:6]=1. The yield is 0.450. (4) The reactants are [F:1][C:2]([F:16])([F:15])[C:3]1[C:4]2[CH2:14][CH2:13][CH2:12][C:5]=2[N:6]([CH2:8][C:9]([OH:11])=O)[N:7]=1.CCN(CC)CC.CN(C(ON1N=NC2C=CC=NC1=2)=[N+](C)C)C.F[P-](F)(F)(F)(F)F.[F:48][C:49]1[CH:54]=[CH:53][C:52]([N:55]2[C:63]3[CH2:62][CH2:61][CH2:60][NH:59][C:58]=3[CH:57]=[N:56]2)=[CH:51][CH:50]=1. The catalyst is CN(C=O)C.O. The product is [F:48][C:49]1[CH:50]=[CH:51][C:52]([N:55]2[C:63]3[CH2:62][CH2:61][CH2:60][N:59]([C:9](=[O:11])[CH2:8][N:6]4[C:5]5[CH2:12][CH2:13][CH2:14][C:4]=5[C:3]([C:2]([F:1])([F:16])[F:15])=[N:7]4)[C:58]=3[CH:57]=[N:56]2)=[CH:53][CH:54]=1. The yield is 0.0700. (5) The reactants are [CH3:1][NH:2][CH2:3][CH2:4][NH:5][C:6](=[O:12])[O:7][C:8]([CH3:11])([CH3:10])[CH3:9].[OH:13][C:14]1[CH:22]=[CH:21][CH:20]=[CH:19][C:15]=1[C:16](Cl)=[O:17].N1C=CN=C1.C1CCC(N=C=NC2CCCCC2)CC1. The catalyst is C(OCC)(=O)C. The product is [OH:13][C:14]1[CH:22]=[CH:21][CH:20]=[CH:19][C:15]=1[C:16]([N:2]([CH2:3][CH2:4][NH:5][C:6](=[O:12])[O:7][C:8]([CH3:10])([CH3:9])[CH3:11])[CH3:1])=[O:17]. The yield is 0.340. (6) The reactants are C([O:3][CH2:4][CH2:5][O:6][NH:7][C:8]([C:10]1[C:11]([NH:21][C:22]2[CH:27]=[CH:26][C:25]([Br:28])=[CH:24][C:23]=2[Cl:29])=[C:12]([F:20])[C:13]2[O:17][N:16]=[C:15]([CH3:18])[C:14]=2[CH:19]=1)=[O:9])=C.Cl.[OH-].[Na+]. The catalyst is CCO.CCOC(C)=O. The product is [OH:3][CH2:4][CH2:5][O:6][NH:7][C:8]([C:10]1[C:11]([NH:21][C:22]2[CH:27]=[CH:26][C:25]([Br:28])=[CH:24][C:23]=2[Cl:29])=[C:12]([F:20])[C:13]2[O:17][N:16]=[C:15]([CH3:18])[C:14]=2[CH:19]=1)=[O:9]. The yield is 0.960.